Predict the reactants needed to synthesize the given product. From a dataset of Full USPTO retrosynthesis dataset with 1.9M reactions from patents (1976-2016). Given the product [F:24][C:18]1[CH:19]=[C:20]([F:23])[CH:21]=[CH:22][C:17]=1[C:16]1[O:25][C:7]2[CH:12]=[C:11]([CH3:13])[C:10]([CH3:14])=[CH:9][C:8]=2[N:15]=1, predict the reactants needed to synthesize it. The reactants are: FC1C=C(F)C=CC=1C(O[C:7]1[CH:12]=[C:11]([CH3:13])[C:10]([CH3:14])=[CH:9][C:8]=1[NH:15][C:16](=[O:25])[C:17]1[CH:22]=[CH:21][C:20]([F:23])=[CH:19][C:18]=1[F:24])=O.CC1C=CC(S(O)(=O)=O)=CC=1.